Regression. Given two drug SMILES strings and cell line genomic features, predict the synergy score measuring deviation from expected non-interaction effect. From a dataset of NCI-60 drug combinations with 297,098 pairs across 59 cell lines. Drug 1: C1CN1C2=NC(=NC(=N2)N3CC3)N4CC4. Cell line: OVCAR-4. Synergy scores: CSS=2.21, Synergy_ZIP=2.53, Synergy_Bliss=-1.42, Synergy_Loewe=-0.981, Synergy_HSA=-0.717. Drug 2: COC1=C(C=C2C(=C1)N=CN=C2NC3=CC(=C(C=C3)F)Cl)OCCCN4CCOCC4.